This data is from Catalyst prediction with 721,799 reactions and 888 catalyst types from USPTO. The task is: Predict which catalyst facilitates the given reaction. (1) Reactant: Cl[C:2]1[C:3]2[C:4](=[CH:12][N:13](CC3C=CC(OC)=CC=3)[N:14]=2)[C:5]2[C:10]([CH3:11])=[N:9][S:8][C:6]=2[N:7]=1.[CH3:24][O:25][C:26]1[CH:27]=[C:28]([CH:30]=[CH:31][C:32]=1[O:33][CH3:34])[NH2:29].Cl. Product: [CH3:24][O:25][C:26]1[CH:27]=[C:28]([NH:29][C:2]2[C:3]3[C:4](=[CH:12][NH:13][N:14]=3)[C:5]3[C:10]([CH3:11])=[N:9][S:8][C:6]=3[N:7]=2)[CH:30]=[CH:31][C:32]=1[O:33][CH3:34]. The catalyst class is: 71. (2) The catalyst class is: 36. Reactant: [Br:1][C:2]1[N:6]=[C:5]([C:7]2[CH:12]=[CH:11][CH:10]=[C:9]([O:13][C:14]([F:17])([F:16])[F:15])[CH:8]=2)[N:4]([CH3:18])[C:3]=1[C:19]([N:21]1[CH2:26][CH2:25][CH:24]([N:27]2[CH2:31][CH2:30][CH2:29][C@H:28]2[CH2:32][O:33]C(=O)C2C=CC=CC=2)[CH2:23][CH2:22]1)=[O:20].BrC1N=C(C2C=CC=C(OC(F)(F)F)C=2)N(C)C=1C(O)=O.N1CCC(N2CCC[C@H]2COC(=O)C2C=CC=CC=2)CC1.[Li+].[OH-].Cl. Product: [Br:1][C:2]1[N:6]=[C:5]([C:7]2[CH:12]=[CH:11][CH:10]=[C:9]([O:13][C:14]([F:17])([F:16])[F:15])[CH:8]=2)[N:4]([CH3:18])[C:3]=1[C:19]([N:21]1[CH2:22][CH2:23][CH:24]([N:27]2[CH2:31][CH2:30][CH2:29][C@H:28]2[CH2:32][OH:33])[CH2:25][CH2:26]1)=[O:20]. (3) Reactant: [Cl:1][C:2]1[N:7]=[C:6]([Cl:8])[C:5]([C:9]#[N:10])=[CH:4][N:3]=1.[NH2:11][C@H:12]1[CH2:17][CH2:16][CH2:15][C@@H:14]([OH:18])[CH2:13]1.CCN(C(C)C)C(C)C. Product: [Cl:8][C:6]1[C:5]([C:9]#[N:10])=[CH:4][N:3]=[C:2]([NH:11][C@@H:12]2[CH2:17][CH2:16][CH2:15][C@H:14]([OH:18])[CH2:13]2)[N:7]=1.[Cl:1][C:2]1[N:7]=[C:6]([NH:11][C@@H:12]2[CH2:17][CH2:16][CH2:15][C@H:14]([OH:18])[CH2:13]2)[C:5]([C:9]#[N:10])=[CH:4][N:3]=1. The catalyst class is: 8. (4) Reactant: [C:1]1(=[O:10])[C:9]2[C:4](=[CH:5][CH:6]=[CH:7][CH:8]=2)[CH2:3][NH:2]1.[CH2:11](Br)[C:12]#[CH:13].C(=O)([O-])[O-].[Cs+].[Cs+]. Product: [CH2:13]([N:2]1[CH2:3][C:4]2[C:9](=[CH:8][CH:7]=[CH:6][CH:5]=2)[C:1]1=[O:10])[C:12]#[CH:11]. The catalyst class is: 10.